This data is from Catalyst prediction with 721,799 reactions and 888 catalyst types from USPTO. The task is: Predict which catalyst facilitates the given reaction. (1) Reactant: [N:1]1[CH:6]=[CH:5][CH:4]=[CH:3][C:2]=1[O:7][CH2:8][CH2:9][O:10][C:11]1[CH:17]=[CH:16][C:14]([NH2:15])=[CH:13][CH:12]=1.F[C:19]1[CH:27]=[CH:26][C:22]([C:23]([OH:25])=[O:24])=[CH:21][C:20]=1[N+:28]([O-:30])=[O:29]. Product: [N+:28]([C:20]1[CH:21]=[C:22]([CH:26]=[CH:27][C:19]=1[NH:15][C:14]1[CH:13]=[CH:12][C:11]([O:10][CH2:9][CH2:8][O:7][C:2]2[CH:3]=[CH:4][CH:5]=[CH:6][N:1]=2)=[CH:17][CH:16]=1)[C:23]([OH:25])=[O:24])([O-:30])=[O:29]. The catalyst class is: 8. (2) Reactant: [CH2:1]([C:7]1[CH:40]=[CH:39][C:10]([C:11]([C:13]2[CH:21]=[C:20]([C:22]([OH:24])=[O:23])[C:19]([C:25](=O)[C:26]3[CH:31]=[CH:30][C:29]([CH2:32][CH2:33][CH2:34][CH2:35][CH2:36][CH3:37])=[CH:28][CH:27]=3)=[CH:18][C:14]=2[C:15]([OH:17])=[O:16])=O)=[CH:9][CH:8]=1)[CH2:2][CH2:3][CH2:4][CH2:5][CH3:6].[H][H]. Product: [CH2:1]([C:7]1[CH:40]=[CH:39][C:10]([CH2:11][C:13]2[CH:21]=[C:20]([C:22]([OH:24])=[O:23])[C:19]([CH2:25][C:26]3[CH:31]=[CH:30][C:29]([CH2:32][CH2:33][CH2:34][CH2:35][CH2:36][CH3:37])=[CH:28][CH:27]=3)=[CH:18][C:14]=2[C:15]([OH:17])=[O:16])=[CH:9][CH:8]=1)[CH2:2][CH2:3][CH2:4][CH2:5][CH3:6]. The catalyst class is: 304. (3) Reactant: Cl[C:2]1[CH:7]=[C:6](NC2N=CN=C(NC(C3CC3)=O)C=2)[C:5](=[O:21])[N:4]2[C:22]([C:27]3[CH:32]=[CH:31][CH:30]=[C:29](F)C=3)(C)[NH:23][C:24](=[O:25])[C:3]=12.[C:34](=O)([O-])[O-].[Cs+].[Cs+].[CH3:40][O:41][C:42]1[CH:47]=[CH:46][C:45]([CH2:48][SH:49])=[CH:44][CH:43]=1. The catalyst class is: 41. Product: [CH3:40][O:41][C:42]1[CH:47]=[CH:46][C:45]([CH2:48][S:49][C:6]2[C:5](=[O:21])[N:4]3[C:22]4([CH2:27][CH2:32][CH2:31][CH2:30][CH2:29]4)[NH:23][C:24](=[O:25])[C:3]3=[C:2]([CH3:34])[CH:7]=2)=[CH:44][CH:43]=1. (4) Product: [Cl:25][CH2:26][C:27]([NH:24][C:8]1[C:9]([NH:14][C:15]2[C:20]([CH3:21])=[CH:19][C:18]([CH3:22])=[CH:17][C:16]=2[CH3:23])=[N:10][C:11]([CH3:13])=[CH:12][C:7]=1[O:6][CH:3]([CH2:4][CH3:5])[CH2:1][CH3:2])=[O:28]. The catalyst class is: 1. Reactant: [CH2:1]([CH:3]([O:6][C:7]1[CH:12]=[C:11]([CH3:13])[N:10]=[C:9]([NH:14][C:15]2[C:20]([CH3:21])=[CH:19][C:18]([CH3:22])=[CH:17][C:16]=2[CH3:23])[C:8]=1[NH2:24])[CH2:4][CH3:5])[CH3:2].[Cl:25][CH2:26][C:27](Cl)=[O:28].CCN(CC)CC.